From a dataset of Forward reaction prediction with 1.9M reactions from USPTO patents (1976-2016). Predict the product of the given reaction. (1) Given the reactants [CH:1]1([N:6]2[C:10]3[N:11]=[C:12]([C@H:16]4[C@H:20]([CH3:21])[CH2:19][NH:18][CH2:17]4)[NH:13][C:14](=[O:15])[C:9]=3[CH:8]=[N:7]2)[CH2:5][CH2:4][CH2:3][CH2:2]1.[N:22]1[C:31]2[C:26](=[CH:27][CH:28]=[CH:29][CH:30]=2)[CH:25]=[C:24]([CH:32]=O)[N:23]=1, predict the reaction product. The product is: [N:22]1[C:31]2[C:26](=[CH:27][CH:28]=[CH:29][CH:30]=2)[CH:25]=[C:24]([CH2:32][N:18]2[CH2:19][C@@H:20]([CH3:21])[C@H:16]([C:12]3[NH:13][C:14](=[O:15])[C:9]4[CH:8]=[N:7][N:6]([CH:1]5[CH2:5][CH2:4][CH2:3][CH2:2]5)[C:10]=4[N:11]=3)[CH2:17]2)[N:23]=1. (2) Given the reactants [Br:1][C:2]1[CH:3]=[CH:4][C:5]2[S:9][C:8]([Si:10]([CH3:13])([CH3:12])[CH3:11])=[CH:7][C:6]=2[CH:14]=1.[Cl:15]N1C(=O)CCC1=O, predict the reaction product. The product is: [Br:1][C:2]1[CH:3]=[CH:4][C:5]2[S:9][C:8]([Si:10]([CH3:11])([CH3:13])[CH3:12])=[C:7]([Cl:15])[C:6]=2[CH:14]=1. (3) Given the reactants [F:1][C:2]1[CH:7]=[CH:6][C:5](/[CH:8]=[CH:9]/[CH3:10])=[CH:4][C:3]=1[C:11]1[N:16]=[C:15]([C:17]([O:19][CH3:20])=[O:18])[CH:14]=[CH:13][CH:12]=1, predict the reaction product. The product is: [F:1][C:2]1[CH:7]=[CH:6][C:5]([CH2:8][CH2:9][CH3:10])=[CH:4][C:3]=1[C:11]1[N:16]=[C:15]([C:17]([O:19][CH3:20])=[O:18])[CH:14]=[CH:13][CH:12]=1. (4) Given the reactants [C:1](=O)([O-])[O-].[K+].[K+].[C:7]([O:11][C:12]([NH:14][C@H:15]([C:28]([OH:30])=[O:29])[CH2:16][C:17]1[C:25]2[C:20](=[CH:21][CH:22]=[CH:23][CH:24]=2)[N:19]([CH:26]=[O:27])[CH:18]=1)=[O:13])([CH3:10])([CH3:9])[CH3:8].IC, predict the reaction product. The product is: [C:7]([O:11][C:12]([NH:14][C@H:15]([C:28]([O:30][CH3:1])=[O:29])[CH2:16][C:17]1[C:25]2[C:20](=[CH:21][CH:22]=[CH:23][CH:24]=2)[N:19]([CH:26]=[O:27])[CH:18]=1)=[O:13])([CH3:10])([CH3:8])[CH3:9]. (5) The product is: [F:1][C:2]1[CH:3]=[C:4]([CH:8]=[CH:9][CH:10]=1)[C:5]([NH:58][C:57]1[CH:59]=[CH:60][CH:61]=[C:55]([O:54][C:50]2[CH:49]=[C:48]3[C:53](=[CH:52][CH:51]=2)[N:44]=[CH:45][CH:46]=[N:47]3)[CH:56]=1)=[O:7]. Given the reactants [F:1][C:2]1[CH:3]=[C:4]([CH:8]=[CH:9][CH:10]=1)[C:5]([OH:7])=O.CN(C(ON1N=NC2C=CC=NC1=2)=[N+](C)C)C.F[P-](F)(F)(F)(F)F.CCN(C(C)C)C(C)C.[N:44]1[C:53]2[C:48](=[CH:49][C:50]([O:54][C:55]3[CH:56]=[C:57]([CH:59]=[CH:60][CH:61]=3)[NH2:58])=[CH:51][CH:52]=2)[N:47]=[CH:46][CH:45]=1, predict the reaction product. (6) The product is: [CH3:28][C:29]1[CH:33]=[CH:32][O:31][C:30]=1[C:34]([N:67]1[CH2:66][CH2:65][C:63]2[N:64]=[C:59]([NH:58][C:50]3[CH:49]=[C:48]([O:47][CH3:46])[C:53]([O:54][CH3:55])=[C:52]([O:56][CH3:57])[CH:51]=3)[N:60]=[CH:61][C:62]=2[CH2:68]1)=[O:36]. Given the reactants N1(O[P+](N(C)C)(N(C)C)N(C)C)C2C=CC=CC=2N=N1.F[P-](F)(F)(F)(F)F.[CH3:28][C:29]1[CH:33]=[CH:32][O:31][C:30]=1[C:34]([OH:36])=O.C(N(C(C)C)CC)(C)C.[CH3:46][O:47][C:48]1[CH:49]=[C:50]([NH:58][C:59]2[N:60]=[CH:61][C:62]3[CH2:68][NH:67][CH2:66][CH2:65][C:63]=3[N:64]=2)[CH:51]=[C:52]([O:56][CH3:57])[C:53]=1[O:54][CH3:55], predict the reaction product.